This data is from Full USPTO retrosynthesis dataset with 1.9M reactions from patents (1976-2016). The task is: Predict the reactants needed to synthesize the given product. (1) Given the product [CH3:1][N:2]1[C:7]2=[CH:8][NH:9][C:10]([C:11]3[S:24][CH:25]=[C:26]([CH3:28])[N:27]=3)=[C:6]2[C:5](=[O:19])[N:4]([CH3:20])[C:3]1=[O:21], predict the reactants needed to synthesize it. The reactants are: [CH3:1][N:2]1[C:7]2=[CH:8][NH:9][C:10]([C:11]3C=C(C=CC=3)C#N)=[C:6]2[C:5](=[O:19])[N:4]([CH3:20])[C:3]1=[O:21].IC1[S:24][CH:25]=[C:26]([CH3:28])[N:27]=1. (2) Given the product [F:18][C:2]([F:1])([F:17])[C:3]1[CH:8]=[CH:7][C:6]([CH2:9][NH:10][C:32]([NH:31][C:35]2[C:40]3[O:41][CH2:42][C:43](=[O:45])[NH:44][C:39]=3[CH:38]=[CH:37][CH:36]=2)=[O:33])=[C:5]([N:11]2[CH2:16][CH2:15][CH2:14][CH2:13][CH2:12]2)[CH:4]=1, predict the reactants needed to synthesize it. The reactants are: [F:1][C:2]([F:18])([F:17])[C:3]1[CH:8]=[CH:7][C:6]([CH2:9][NH2:10])=[C:5]([N:11]2[CH2:16][CH2:15][CH2:14][CH2:13][CH2:12]2)[CH:4]=1.ClC(Cl)(OC(=O)OC(Cl)(Cl)Cl)Cl.[N-:31]=[C:32]=[O:33].N[C:35]1[C:40]2[O:41][CH2:42][C:43](=[O:45])[NH:44][C:39]=2[CH:38]=[CH:37][CH:36]=1. (3) Given the product [C:4]([C:3]1[CH:6]=[CH:7][CH:8]=[CH:9][C:2]=1[N:19]1[C:15]([C:11]2[O:10][CH:14]=[CH:13][CH:12]=2)=[CH:16][C:17]([C:21]([F:24])([F:22])[F:23])=[N:18]1)#[N:5], predict the reactants needed to synthesize it. The reactants are: F[C:2]1[CH:9]=[CH:8][CH:7]=[CH:6][C:3]=1[C:4]#[N:5].[O:10]1[CH:14]=[CH:13][CH:12]=[C:11]1[CH:15]1[NH:19][NH:18][C:17]([C:21]([F:24])([F:23])[F:22])(O)[CH2:16]1.C([O-])([O-])=O.[Cs+].[Cs+]. (4) Given the product [CH2:11]([O:4][C:3]1[CH:5]=[CH:6][CH:7]=[CH:8][C:2]=1[C:1]([OH:10])=[O:9])[C:12]1[CH:17]=[CH:16][CH:15]=[CH:14][CH:13]=1, predict the reactants needed to synthesize it. The reactants are: [C:1]([OH:10])(=[O:9])[C:2]1[C:3](=[CH:5][CH:6]=[CH:7][CH:8]=1)[OH:4].[CH2:11](Br)[C:12]1[CH:17]=[CH:16][CH:15]=[CH:14][CH:13]=1.C(=O)([O-])[O-].[K+].[K+].O.[OH-].[Li+].